From a dataset of NCI-60 drug combinations with 297,098 pairs across 59 cell lines. Regression. Given two drug SMILES strings and cell line genomic features, predict the synergy score measuring deviation from expected non-interaction effect. (1) Drug 1: CN(C(=O)NC(C=O)C(C(C(CO)O)O)O)N=O. Drug 2: C(CCl)NC(=O)N(CCCl)N=O. Cell line: T-47D. Synergy scores: CSS=36.6, Synergy_ZIP=-0.294, Synergy_Bliss=-3.20, Synergy_Loewe=-15.0, Synergy_HSA=-3.53. (2) Drug 1: CC1=C(C=C(C=C1)C(=O)NC2=CC(=CC(=C2)C(F)(F)F)N3C=C(N=C3)C)NC4=NC=CC(=N4)C5=CN=CC=C5. Drug 2: CC1=C2C(C(=O)C3(C(CC4C(C3C(C(C2(C)C)(CC1OC(=O)C(C(C5=CC=CC=C5)NC(=O)C6=CC=CC=C6)O)O)OC(=O)C7=CC=CC=C7)(CO4)OC(=O)C)O)C)OC(=O)C. Cell line: K-562. Synergy scores: CSS=60.4, Synergy_ZIP=6.03, Synergy_Bliss=6.49, Synergy_Loewe=2.10, Synergy_HSA=1.88. (3) Drug 1: COC1=CC(=CC(=C1O)OC)C2C3C(COC3=O)C(C4=CC5=C(C=C24)OCO5)OC6C(C(C7C(O6)COC(O7)C8=CC=CS8)O)O. Drug 2: CC12CCC3C(C1CCC2OP(=O)(O)O)CCC4=C3C=CC(=C4)OC(=O)N(CCCl)CCCl.[Na+]. Cell line: NCI-H460. Synergy scores: CSS=40.1, Synergy_ZIP=1.09, Synergy_Bliss=-0.689, Synergy_Loewe=-17.9, Synergy_HSA=0.554. (4) Drug 1: CNC(=O)C1=CC=CC=C1SC2=CC3=C(C=C2)C(=NN3)C=CC4=CC=CC=N4. Drug 2: CS(=O)(=O)OCCCCOS(=O)(=O)C. Cell line: MDA-MB-231. Synergy scores: CSS=5.17, Synergy_ZIP=-0.780, Synergy_Bliss=-0.244, Synergy_Loewe=-3.89, Synergy_HSA=-4.34.